From a dataset of Forward reaction prediction with 1.9M reactions from USPTO patents (1976-2016). Predict the product of the given reaction. Given the reactants [CH2:1]([O:5][C:6]1[C:15]2[C:10](=[CH:11][CH:12]=[C:13](/[CH:16]=[CH:17]/[C:18]([O:20]CC)=[O:19])[CH:14]=2)[C:9](=[O:23])[N:8]([CH2:24][C:25]([CH3:28])([CH3:27])[CH3:26])[C:7]=1[CH2:29][NH:30][C:31]([O:33][C:34]([CH3:37])([CH3:36])[CH3:35])=[O:32])[CH2:2][CH2:3][CH3:4].[OH-].[Na+].O.Cl, predict the reaction product. The product is: [CH2:1]([O:5][C:6]1[C:15]2[C:10](=[CH:11][CH:12]=[C:13](/[CH:16]=[CH:17]/[C:18]([OH:20])=[O:19])[CH:14]=2)[C:9](=[O:23])[N:8]([CH2:24][C:25]([CH3:28])([CH3:27])[CH3:26])[C:7]=1[CH2:29][NH:30][C:31]([O:33][C:34]([CH3:35])([CH3:37])[CH3:36])=[O:32])[CH2:2][CH2:3][CH3:4].